This data is from Peptide-MHC class I binding affinity with 185,985 pairs from IEDB/IMGT. The task is: Regression. Given a peptide amino acid sequence and an MHC pseudo amino acid sequence, predict their binding affinity value. This is MHC class I binding data. (1) The peptide sequence is IRFPKTFGY. The MHC is HLA-B42:01 with pseudo-sequence HLA-B42:01. The binding affinity (normalized) is 0. (2) The peptide sequence is GQFGSGWTW. The MHC is HLA-A11:01 with pseudo-sequence HLA-A11:01. The binding affinity (normalized) is 0.0847. (3) The peptide sequence is EVAQRAYR. The MHC is HLA-B54:01 with pseudo-sequence HLA-B54:01. The binding affinity (normalized) is 0.0148. (4) The peptide sequence is MQFDKVYLST. The MHC is HLA-A02:03 with pseudo-sequence HLA-A02:03. The binding affinity (normalized) is 1.00. (5) The peptide sequence is QTNAMVTLR. The MHC is HLA-A11:01 with pseudo-sequence HLA-A11:01. The binding affinity (normalized) is 0.345. (6) The peptide sequence is TVYYLSKEV. The MHC is H-2-Kb with pseudo-sequence H-2-Kb. The binding affinity (normalized) is 0.693. (7) The peptide sequence is MGYTYARV. The MHC is H-2-Db with pseudo-sequence H-2-Db. The binding affinity (normalized) is 0.